This data is from Catalyst prediction with 721,799 reactions and 888 catalyst types from USPTO. The task is: Predict which catalyst facilitates the given reaction. (1) Reactant: [NH2:1][CH2:2][C@H:3]1[CH2:7][CH2:6][C@@H:5]([C:8]([OH:10])=[O:9])[CH2:4]1.C([O-])([O-])=O.[Na+].[Na+].[C:17](O[C:17]([O:19][C:20]([CH3:23])([CH3:22])[CH3:21])=[O:18])([O:19][C:20]([CH3:23])([CH3:22])[CH3:21])=[O:18].Cl. Product: [C:20]([O:19][C:17]([NH:1][CH2:2][C@H:3]1[CH2:7][CH2:6][C@@H:5]([C:8]([OH:10])=[O:9])[CH2:4]1)=[O:18])([CH3:23])([CH3:22])[CH3:21]. The catalyst class is: 249. (2) Reactant: I[C:2]1[CH:3]=[C:4]([CH:8]=[CH:9][C:10]=1[CH3:11])[C:5]([OH:7])=[O:6].[CH3:12][O:13][C:14]([C:16]1[CH:21]=[CH:20][C:19](B(O)O)=[CH:18][CH:17]=1)=[O:15].C(=O)([O-])[O-].[Cs+].[Cs+]. Product: [CH3:12][O:13][C:14]([C:16]1[CH:21]=[CH:20][C:19]([C:2]2[C:10]([CH3:11])=[CH:9][CH:8]=[C:4]([C:5]([OH:7])=[O:6])[CH:3]=2)=[CH:18][CH:17]=1)=[O:15]. The catalyst class is: 104. (3) Reactant: C1(NC([NH:10][C@H:11]([C:16]([NH:18][CH2:19][C@@H:20]([OH:35])[CH2:21][CH2:22][NH:23][S:24]([C:27]2[CH:32]=[CH:31][C:30]([Cl:33])=[CH:29][C:28]=2[Cl:34])(=[O:26])=[O:25])=[O:17])[CH2:12][CH:13]([CH3:15])[CH3:14])=O)CCCCC1.Cl. Product: [Cl:34][C:28]1[CH:29]=[C:30]([Cl:33])[CH:31]=[CH:32][C:27]=1[S:24]([NH:23][CH2:22][CH2:21][C@H:20]([OH:35])[CH2:19][NH:18][C:16](=[O:17])[C@H:11]([CH2:12][CH:13]([CH3:14])[CH3:15])[NH2:10])(=[O:25])=[O:26]. The catalyst class is: 135.